Dataset: Reaction yield outcomes from USPTO patents with 853,638 reactions. Task: Predict the reaction yield, written as a fraction of the theoretical maximum amount of product (1.0 means a 100% yield; for example, 0.34 means a 34% yield). (1) The reactants are [Al+3].[Cl-].[Cl-].[Cl-].[F:5][C:6]1[CH:13]=[C:12]([O:14]C)[C:11]([O:16][CH3:17])=[CH:10][C:7]=1[CH:8]=[O:9]. The catalyst is C(Cl)Cl. The product is [F:5][C:6]1[CH:13]=[C:12]([OH:14])[C:11]([O:16][CH3:17])=[CH:10][C:7]=1[CH:8]=[O:9]. The yield is 0.980. (2) The reactants are [OH:1][C:2]1[CH:3]=[CH:4][C:5]2[O:9][C@@H:8]3[C@@H:10]([C:11]([O:13][CH2:14][CH3:15])=[O:12])[C@@H:7]3[C:6]=2[CH:16]=1.F[C:18]1[CH:27]=[CH:26][N:25]=[C:24]2[C:19]=1[CH2:20][CH2:21][C:22](=[O:28])[NH:23]2.C(=O)([O-])[O-].[Cs+].[Cs+]. The catalyst is CN(C=O)C.O. The product is [O:28]=[C:22]1[NH:23][C:24]2[N:25]=[CH:26][CH:27]=[C:18]([O:1][C:2]3[CH:3]=[CH:4][C:5]4[O:9][C@@H:8]5[C@@H:10]([C:11]([O:13][CH2:14][CH3:15])=[O:12])[C@@H:7]5[C:6]=4[CH:16]=3)[C:19]=2[CH2:20][CH2:21]1. The yield is 0.546. (3) The reactants are [N:1]1([C:7]2[CH:8]=[N:9][C:10]3[C:15]([N:16]=2)=[CH:14][C:13]([O:17][C:18]2[CH:24]=[CH:23][C:21]([NH2:22])=[CH:20][CH:19]=2)=[CH:12][CH:11]=3)[CH2:6][CH2:5][NH:4][CH2:3][CH2:2]1.[CH3:25][C:26]([O:29][C:30](O[C:30]([O:29][C:26]([CH3:28])([CH3:27])[CH3:25])=[O:31])=[O:31])([CH3:28])[CH3:27]. The catalyst is C1COCC1. The product is [NH2:22][C:21]1[CH:23]=[CH:24][C:18]([O:17][C:13]2[CH:14]=[C:15]3[C:10]([N:9]=[CH:8][C:7]([N:1]4[CH2:6][CH2:5][N:4]([C:30]([O:29][C:26]([CH3:28])([CH3:27])[CH3:25])=[O:31])[CH2:3][CH2:2]4)=[N:16]3)=[CH:11][CH:12]=2)=[CH:19][CH:20]=1. The yield is 0.390. (4) The reactants are [Cl:1][C:2]1[CH:3]=[C:4]([N:9]2[C@@H:16]3[C@@H:11]([CH2:12][CH2:13][NH:14][CH2:15]3)[CH2:10]2)[CH:5]=[N:6][C:7]=1[Cl:8].O.[CH3:18][C:19]1[CH:24]=[CH:23][C:22]([S:25]([OH:28])(=[O:27])=[O:26])=[CH:21][CH:20]=1. No catalyst specified. The product is [CH3:18][C:19]1[CH:20]=[CH:21][C:22]([S:25]([OH:28])(=[O:27])=[O:26])=[CH:23][CH:24]=1.[Cl:1][C:2]1[CH:3]=[C:4]([N:9]2[C@@H:16]3[C@@H:11]([CH2:12][CH2:13][NH:14][CH2:15]3)[CH2:10]2)[CH:5]=[N:6][C:7]=1[Cl:8]. The yield is 0.670. (5) The reactants are [CH:1](/[C:9]1[N:10]=[C:11]2[CH:17]=[CH:16][N:15]([S:18]([C:21]3[CH:27]=[CH:26][C:24]([CH3:25])=[CH:23][CH:22]=3)(=[O:20])=[O:19])[C:12]2=[N:13][CH:14]=1)=C\C1C=CC=CC=1.I([O-])(=O)(=O)=[O:29].[Na+].[O-]S([O-])(=S)=O.[Na+].[Na+].CCOC(C)=O. The catalyst is O1CCOCC1.O.[Os](=O)(=O)(=O)=O. The product is [S:18]([N:15]1[C:12]2=[N:13][CH:14]=[C:9]([CH:1]=[O:29])[N:10]=[C:11]2[CH:17]=[CH:16]1)([C:21]1[CH:27]=[CH:26][C:24]([CH3:25])=[CH:23][CH:22]=1)(=[O:20])=[O:19]. The yield is 0.800. (6) The reactants are [C:1]1([Mg]Br)[CH:6]=[CH:5][CH:4]=[CH:3][CH:2]=1.CN(CCN(C)C)C.Br[CH:18]1[CH2:23][CH2:22][CH2:21][CH2:20][CH2:19]1.[Cl-].[NH4+]. The product is [CH:1]1([C:18]2[CH:23]=[CH:22][CH:21]=[CH:20][CH:19]=2)[CH2:6][CH2:5][CH2:4][CH2:3][CH2:2]1. The yield is 0.990. No catalyst specified. (7) The reactants are Br[C:2]1[CH:3]=[C:4]([N:8]([CH:10]2[CH2:12][CH2:11]2)[CH3:9])[CH:5]=[CH:6][CH:7]=1.C(N(CC)CC)C.[CH3:20][Si:21]([C:24]#[CH:25])([CH3:23])[CH3:22].C(OCC)(=O)C. The catalyst is CCCCCC.[Cu]I.Cl[Pd](Cl)([P](C1C=CC=CC=1)(C1C=CC=CC=1)C1C=CC=CC=1)[P](C1C=CC=CC=1)(C1C=CC=CC=1)C1C=CC=CC=1. The product is [CH:10]1([N:8]([CH3:9])[C:4]2[CH:5]=[CH:6][CH:7]=[C:2]([C:25]#[C:24][Si:21]([CH3:23])([CH3:22])[CH3:20])[CH:3]=2)[CH2:12][CH2:11]1. The yield is 0.840. (8) The reactants are [CH:1](=O)[C:2]1[CH:7]=[CH:6][CH:5]=[CH:4][CH:3]=1.C([CH2:12][S:13]([CH2:16][S:17]([CH2:20][C:21](O)=O)(=[O:19])=[O:18])(=[O:15])=[O:14])(O)=O. The catalyst is C(O)(=O)C. The product is [CH:12](/[S:13]([CH2:16][S:17](/[CH:20]=[CH:21]/[C:2]1[CH:7]=[CH:6][CH:5]=[CH:4][CH:3]=1)(=[O:19])=[O:18])(=[O:15])=[O:14])=[CH:1]\[C:2]1[CH:7]=[CH:6][CH:5]=[CH:4][CH:3]=1. The yield is 0.770.